Dataset: Catalyst prediction with 721,799 reactions and 888 catalyst types from USPTO. Task: Predict which catalyst facilitates the given reaction. Reactant: [C:1]([C:5]1[CH:9]=[C:8]([NH2:10])[NH:7][N:6]=1)([CH3:4])([CH3:3])[CH3:2].C(=O)([O-])[O-].[K+].[K+].[CH2:17]([O:19][C:20](=[O:29])[C:21]1[CH:26]=[C:25]([Cl:27])[CH:24]=[C:23](Br)[CH:22]=1)[CH3:18]. Product: [CH2:17]([O:19][C:20](=[O:29])[C:21]1[CH:26]=[C:25]([Cl:27])[CH:24]=[C:23]([N:7]2[C:8]([NH2:10])=[CH:9][C:5]([C:1]([CH3:4])([CH3:3])[CH3:2])=[N:6]2)[CH:22]=1)[CH3:18]. The catalyst class is: 205.